Predict the reactants needed to synthesize the given product. From a dataset of Full USPTO retrosynthesis dataset with 1.9M reactions from patents (1976-2016). (1) Given the product [C:9]([O:8][C:6]([N:4]1[CH2:3][C:2]([CH2:13][O:14][C:17]2[C:16]([Cl:15])=[CH:24][C:20]([C:21]([OH:23])=[O:22])=[C:19]([F:25])[CH:18]=2)([F:1])[CH2:5]1)=[O:7])([CH3:10])([CH3:11])[CH3:12], predict the reactants needed to synthesize it. The reactants are: [F:1][C:2]1([CH2:13][OH:14])[CH2:5][N:4]([C:6]([O:8][C:9]([CH3:12])([CH3:11])[CH3:10])=[O:7])[CH2:3]1.[Cl:15][C:16]1[C:17](F)=[CH:18][C:19]([F:25])=[C:20]([CH:24]=1)[C:21]([OH:23])=[O:22].CS(C)=O.CC(C)([O-])C.[K+]. (2) Given the product [OH:1][C:2]1[CH:10]=[CH:9][CH:8]=[C:7]([OH:11])[C:3]=1[C:4]([O:6][CH3:12])=[O:5], predict the reactants needed to synthesize it. The reactants are: [OH:1][C:2]1[CH:10]=[CH:9][CH:8]=[C:7]([OH:11])[C:3]=1[C:4]([OH:6])=[O:5].[CH3:12]I. (3) Given the product [Br:1][C:2]1[S:6][C:5]2[C:7](=[O:8])[CH:9]([C:10]([O:12][CH3:13])=[O:11])[CH:14]([C:15]3[CH:20]=[CH:19][C:18]([Cl:21])=[C:17]([Cl:22])[CH:16]=3)[C:4]=2[CH:3]=1, predict the reactants needed to synthesize it. The reactants are: [Br:1][C:2]1[S:6][C:5]([C:7](/[C:9](=[CH:14]/[C:15]2[CH:20]=[CH:19][C:18]([Cl:21])=[C:17]([Cl:22])[CH:16]=2)/[C:10]([O:12][CH3:13])=[O:11])=[O:8])=[CH:4][CH:3]=1.[Cl-].[Cl-].[Cl-].[Al+3].O. (4) Given the product [F:1][C:2]1[CH:14]=[CH:13][C:5]([CH2:6][N:7]2[CH2:12][CH2:11][CH2:10][CH:9]([S:31]([C:25]3[CH:30]=[CH:29][CH:28]=[CH:27][CH:26]=3)=[O:32])[C:8]2=[O:38])=[CH:4][CH:3]=1, predict the reactants needed to synthesize it. The reactants are: [F:1][C:2]1[CH:14]=[CH:13][C:5]([CH2:6][N:7]2[CH2:12][CH2:11][CH2:10][CH2:9][CH2:8]2)=[CH:4][CH:3]=1.C[Si]([N-][Si](C)(C)C)(C)C.[Li+].[C:25]1([S:31](OC)=[O:32])[CH:30]=[CH:29][CH:28]=[CH:27][CH:26]=1.C1C[O:38]CC1.